This data is from Catalyst prediction with 721,799 reactions and 888 catalyst types from USPTO. The task is: Predict which catalyst facilitates the given reaction. (1) Reactant: [C:1]([N:4]1[CH:8]([C:9]2[CH:14]=[CH:13][C:12]([O:15][CH3:16])=[CH:11][CH:10]=2)[CH2:7][C:6]([C:17]2[CH:22]=[CH:21][C:20]([N:23]([S:27]([C:30]3[CH:35]=[CH:34][C:33]([F:36])=[CH:32][CH:31]=3)(=[O:29])=[O:28])C(=O)C)=[CH:19][CH:18]=2)=[N:5]1)(=[O:3])[CH3:2].[OH-].[NH4+]. Product: [C:1]([N:4]1[CH:8]([C:9]2[CH:10]=[CH:11][C:12]([O:15][CH3:16])=[CH:13][CH:14]=2)[CH2:7][C:6]([C:17]2[CH:22]=[CH:21][C:20]([NH:23][S:27]([C:30]3[CH:31]=[CH:32][C:33]([F:36])=[CH:34][CH:35]=3)(=[O:29])=[O:28])=[CH:19][CH:18]=2)=[N:5]1)(=[O:3])[CH3:2]. The catalyst class is: 14. (2) Reactant: [N:1]([O-])=O.[Na+].[F:5][C:6]1[C:12]([F:13])=[CH:11][CH:10]=[CH:9][C:7]=1[NH2:8].[Sn](Cl)[Cl:15]. Product: [ClH:15].[F:5][C:6]1[C:12]([F:13])=[CH:11][CH:10]=[CH:9][C:7]=1[NH:8][NH2:1]. The catalyst class is: 223. (3) Reactant: [NH2:1][C:2]1[N:3]=[CH:4][C:5]([C:13]2[CH:14]=[C:15]([CH:19]=[CH:20][CH:21]=2)[C:16]([OH:18])=O)=[N:6][C:7]=1[C:8]([NH:10][CH2:11][CH3:12])=[O:9].ON1C2C=CC=CC=2N=N1.CN1CCOCC1.[CH2:39]([NH2:46])[C:40]1[CH:45]=[CH:44][CH:43]=[CH:42][CH:41]=1. Product: [NH2:1][C:2]1[C:7]([C:8]([NH:10][CH2:11][CH3:12])=[O:9])=[N:6][C:5]([C:13]2[CH:21]=[CH:20][CH:19]=[C:15]([C:16]([NH:46][CH2:39][C:40]3[CH:45]=[CH:44][CH:43]=[CH:42][CH:41]=3)=[O:18])[CH:14]=2)=[CH:4][N:3]=1. The catalyst class is: 39. (4) Reactant: [C:1]([O:5][C:6](=[O:23])NC1SC=C[C@](C2C=CC=C(F)C=2F)(C)N=1)([CH3:4])([CH3:3])[CH3:2].[Br:24][C:25]1[CH:26]=[C:27]([C@:32]2([CH3:39])[CH:37]=[CH:36][S:35][C:34]([NH2:38])=[N:33]2)[C:28]([F:31])=[N:29][CH:30]=1.CC(OC(OC(OC(C)(C)C)=O)=O)(C)C.O.[OH-].[Li+]. Product: [C:1]([O:5][C:6](=[O:23])[NH:38][C:34]1[S:35][CH:36]=[CH:37][C@:32]([C:27]2[C:28]([F:31])=[N:29][CH:30]=[C:25]([Br:24])[CH:26]=2)([CH3:39])[N:33]=1)([CH3:4])([CH3:3])[CH3:2]. The catalyst class is: 277. (5) Reactant: Cl.[C:2]1([NH:8]N)[CH:7]=[CH:6][CH:5]=[CH:4][CH:3]=1.Cl.[CH3:11][N:12]1[CH2:17][CH2:16][C:15](=O)[CH2:14][CH2:13]1. Product: [CH3:11][N:12]1[CH2:17][CH2:16][C:15]2[NH:8][C:2]3[CH:7]=[CH:6][CH:5]=[CH:4][C:3]=3[C:14]=2[CH2:13]1. The catalyst class is: 8. (6) Reactant: Cl.[Cl:2][C:3]1[C:8]([Cl:9])=[CH:7][CH:6]=[CH:5][C:4]=1[NH:10][NH2:11].O=[C:13]1[CH2:17][CH2:16][CH2:15][CH:14]1[C:18]#[N:19]. Product: [Cl:2][C:3]1[C:8]([Cl:9])=[CH:7][CH:6]=[CH:5][C:4]=1[N:10]1[C:18]([NH2:19])=[C:14]2[CH2:15][CH2:16][CH2:17][C:13]2=[N:11]1. The catalyst class is: 8. (7) Reactant: [CH3:1][O:2][C:3]1[CH:8]=[CH:7][CH:6]=[CH:5][C:4]=1[CH2:9][C:10]1([CH3:17])[NH:14][C:13](=[O:15])[NH:12][C:11]1=[O:16].[OH-].[Na+].O.NC(C)(CC1C=CC=CC=1OC)C(O)=[O:24]. Product: [C:13]([NH:14][C:10]([CH3:17])([CH2:9][C:4]1[CH:5]=[CH:6][CH:7]=[CH:8][C:3]=1[O:2][CH3:1])[C:11]([OH:24])=[O:16])(=[O:15])[NH2:12]. The catalyst class is: 10. (8) Reactant: [C:1]([O:5][C:6](=[O:9])[NH:7][NH2:8])([CH3:4])([CH3:3])[CH3:2].[CH3:10][N:11]([CH3:20])[C:12]1[CH:19]=[CH:18][C:15]([CH:16]=O)=[CH:14][CH:13]=1. Product: [C:1]([O:5][C:6]([NH:7][NH:8][CH2:16][C:15]1[CH:18]=[CH:19][C:12]([N:11]([CH3:20])[CH3:10])=[CH:13][CH:14]=1)=[O:9])([CH3:4])([CH3:3])[CH3:2]. The catalyst class is: 29. (9) Reactant: [Br:1][C:2]1[CH:10]=[C:9]2[C:5]([C:6]([NH2:11])=[N:7][NH:8]2)=[CH:4][CH:3]=1.[H-].[Na+].I[CH3:15]. Product: [Br:1][C:2]1[CH:10]=[C:9]2[C:5]([C:6]([NH2:11])=[N:7][N:8]2[CH3:15])=[CH:4][CH:3]=1. The catalyst class is: 9.